This data is from Forward reaction prediction with 1.9M reactions from USPTO patents (1976-2016). The task is: Predict the product of the given reaction. (1) Given the reactants CS(O)(=O)=O.[NH2:6][CH2:7][C:8]1[CH:9]=[C:10]2[C:14](=[CH:15][CH:16]=1)[C:13](=[O:17])[N:12]([CH:18]1[CH2:23][CH2:22][C:21](=[O:24])[NH:20][C:19]1=[O:25])[CH2:11]2.[Cl:26][C:27]1[CH:28]=[C:29]([N:34]=[C:35]=[O:36])[CH:30]=[C:31]([Cl:33])[CH:32]=1.C(N(CC)CC)C.Cl, predict the reaction product. The product is: [Cl:26][C:27]1[CH:28]=[C:29]([NH:34][C:35]([NH:6][CH2:7][C:8]2[CH:9]=[C:10]3[C:14](=[CH:15][CH:16]=2)[C:13](=[O:17])[N:12]([CH:18]2[CH2:23][CH2:22][C:21](=[O:24])[NH:20][C:19]2=[O:25])[CH2:11]3)=[O:36])[CH:30]=[C:31]([Cl:33])[CH:32]=1. (2) Given the reactants [F:1][C:2]1C=C[CH:5]=[CH:4][CH:3]=1.[Al+3].[Cl-:9].[Cl-:10].[Cl-:11].ClCl.O.[Cl:15][CH2:16][CH2:17][Cl:18], predict the reaction product. The product is: [Cl:15][C:16]1[C:2]([F:1])=[C:3]([Cl:9])[C:4]([Cl:10])=[C:5]([Cl:11])[C:17]=1[Cl:18]. (3) Given the reactants C(S)[C@@H:2]([OH:7])[C@H:3](O)[CH2:4]S.C(N([CH2:12][C:13]([OH:15])=[O:14])[CH2:12][C:13]([OH:15])=[O:14])CN([CH2:12][C:13]([OH:15])=[O:14])[CH2:12][C:13]([OH:15])=[O:14].P([O-])([O-])([O-])=[O:30].[Na+].[Na+].[Na+], predict the reaction product. The product is: [C:2]([OH:7])(=[O:30])[C:3]([CH2:12][C:13]([OH:15])=[O:14])=[CH2:4]. (4) Given the reactants I[C:2]1[CH:14]=[CH:13][C:12]2[C:11]3[C:6](=[CH:7][CH:8]=[CH:9][CH:10]=3)[C:5]([CH3:16])([CH3:15])[C:4]=2[CH:3]=1.[C:17]1(B(O)O)[CH:22]=[CH:21][C:20](B(O)O)=[CH:19][CH:18]=1.[C:29]1([CH3:35])[CH:34]=[CH:33][CH:32]=[CH:31][CH:30]=1.C(=O)([O-])[O-].[Na+].[Na+], predict the reaction product. The product is: [C:17]1([C:33]2[C:34]3[C:5]([CH3:15])([CH3:6])[C:4]4[C:35](=[CH:13][CH:14]=[CH:2][CH:3]=4)[C:29]=3[CH:30]=[CH:31][CH:32]=2)[CH:22]=[CH:21][C:20]([C:7]2[C:6]3[C:5]([CH3:15])([CH3:16])[C:4]4[C:12](=[CH:13][CH:14]=[CH:2][CH:3]=4)[C:11]=3[CH:10]=[CH:9][CH:8]=2)=[CH:19][CH:18]=1. (5) The product is: [CH2:1]([O:3][C:4]([C:5]1[C:6]2[N:13]=[C:17]([C:18]([Cl:21])([Cl:20])[Cl:19])[NH:12][C:7]=2[CH:8]=[CH:9][C:10]=1[F:11])=[O:14])[CH3:2]. Given the reactants [CH2:1]([O:3][C:4](=[O:14])[C:5]1[C:10]([F:11])=[CH:9][CH:8]=[C:7]([NH2:12])[C:6]=1[NH2:13])[CH3:2].CO[C:17](=N)[C:18]([Cl:21])([Cl:20])[Cl:19], predict the reaction product. (6) Given the reactants [Br:1][C:2]1[NH:6][C:5]2[CH:7]=[C:8]([C:10]([O:12][CH3:13])=[O:11])[S:9][C:4]=2[C:3]=1[CH:14]1[CH2:19][CH2:18][CH2:17][CH2:16][CH2:15]1.[H-].[Na+].[CH3:22][O:23][CH2:24]Cl, predict the reaction product. The product is: [Br:1][C:2]1[N:6]([CH2:22][O:23][CH3:24])[C:5]2[CH:7]=[C:8]([C:10]([O:12][CH3:13])=[O:11])[S:9][C:4]=2[C:3]=1[CH:14]1[CH2:19][CH2:18][CH2:17][CH2:16][CH2:15]1. (7) Given the reactants [NH:1]1[CH2:5][CH2:4][C@@H:3]([NH:6][C:7](=[O:13])[O:8][C:9]([CH3:12])([CH3:11])[CH3:10])[CH2:2]1.Cl[CH2:15][C:16]1[CH:21]=[CH:20][CH:19]=[C:18]([N+:22]([O-:24])=[O:23])[CH:17]=1.C(NC(C)C)(C)C.O, predict the reaction product. The product is: [N+:22]([C:18]1[CH:17]=[C:16]([CH:21]=[CH:20][CH:19]=1)[CH2:15][N:1]1[CH2:5][CH2:4][C@@H:3]([NH:6][C:7](=[O:13])[O:8][C:9]([CH3:10])([CH3:12])[CH3:11])[CH2:2]1)([O-:24])=[O:23]. (8) Given the reactants [NH2:1][C:2]1[CH:3]=[C:4]([CH:7]=[C:8]([NH2:11])[C:9]=1[Cl:10])[C:5]#[N:6].CCN(C(C)C)C(C)C.Br[CH2:22][CH2:23][OH:24], predict the reaction product. The product is: [NH2:1][C:2]1[CH:3]=[C:4]([CH:7]=[C:8]([NH:11][CH2:22][CH2:23][OH:24])[C:9]=1[Cl:10])[C:5]#[N:6].